From a dataset of Peptide-MHC class I binding affinity with 185,985 pairs from IEDB/IMGT. Regression. Given a peptide amino acid sequence and an MHC pseudo amino acid sequence, predict their binding affinity value. This is MHC class I binding data. (1) The peptide sequence is MVDESMMMS. The MHC is HLA-B15:01 with pseudo-sequence HLA-B15:01. The binding affinity (normalized) is 0.0847. (2) The peptide sequence is STCMMCYKR. The MHC is HLA-A33:01 with pseudo-sequence HLA-A33:01. The binding affinity (normalized) is 0.704. (3) The peptide sequence is VLTLATGPIL. The MHC is HLA-A30:01 with pseudo-sequence HLA-A30:01. The binding affinity (normalized) is 0.335. (4) The peptide sequence is SSYVFRGV. The MHC is H-2-Kb with pseudo-sequence H-2-Kb. The binding affinity (normalized) is 1.00.